This data is from Forward reaction prediction with 1.9M reactions from USPTO patents (1976-2016). The task is: Predict the product of the given reaction. (1) Given the reactants [N:1]([O-])=O.[Na+].[NH2:5][C:6]1[CH:14]=[CH:13][C:12]([Br:15])=[CH:11][C:7]=1[C:8]([OH:10])=[O:9].C(O)(C)C.C(=O)=O.[Sn](Cl)[Cl:24], predict the reaction product. The product is: [ClH:24].[ClH:24].[Br:15][C:12]1[CH:13]=[CH:14][C:6]([NH:5][NH2:1])=[C:7]([CH:11]=1)[C:8]([OH:10])=[O:9]. (2) Given the reactants [Cl:1][C:2]1[CH:10]=[CH:9][C:5]([C:6]([OH:8])=O)=[CH:4][C:3]=1[NH:11][C:12]([CH:14]1[CH2:23][C:22]2[C:17](=[CH:18][C:19]([O:26][CH3:27])=[C:20]([O:24][CH3:25])[CH:21]=2)[NH:16][C:15]1=[O:28])=[O:13].C(N(CC)CC)C.CN(C(ON1N=NC2C=CC=NC1=2)=[N+](C)C)C.F[P-](F)(F)(F)(F)F.[CH2:60]([NH2:67])[C:61]1[CH:66]=[CH:65][CH:64]=[CH:63][CH:62]=1, predict the reaction product. The product is: [CH2:60]([NH:67][C:6]([C:5]1[CH:9]=[CH:10][C:2]([Cl:1])=[C:3]([NH:11][C:12]([CH:14]2[CH2:23][C:22]3[C:17](=[CH:18][C:19]([O:26][CH3:27])=[C:20]([O:24][CH3:25])[CH:21]=3)[NH:16][C:15]2=[O:28])=[O:13])[CH:4]=1)=[O:8])[C:61]1[CH:66]=[CH:65][CH:64]=[CH:63][CH:62]=1. (3) Given the reactants [C:1]([O:4][C:5](=[O:7])[CH3:6])(=O)[CH3:2].N1C=CC=CC=1.OCC1[CH:21]=[CH:20][C:19]([SiH:22]([CH:26]([CH3:28])[CH3:27])[CH:23]([CH3:25])[CH3:24])=[CH:18][CH:17]=1.CO, predict the reaction product. The product is: [C:5]([O:4][CH2:1][C:2]1[CH:17]=[CH:18][C:19]([SiH:22]([CH:23]([CH3:25])[CH3:24])[CH:26]([CH3:27])[CH3:28])=[CH:20][CH:21]=1)(=[O:7])[CH3:6]. (4) The product is: [CH2:30]([O:51][CH2:48][CH2:49][CH2:50][O:15][C:6]1[C:7]2[CH:14]=[CH:13][C:11](=[O:12])[O:10][C:8]=2[CH:9]=[C:4]2[O:3][CH:2]=[CH:1][C:5]=12)[C:31]1[CH:32]=[CH:33][CH:34]=[CH:35][CH:36]=1. Given the reactants [CH:1]1[C:5]2=[C:6]([OH:15])[C:7]3[CH:14]=[CH:13][C:11](=[O:12])[O:10][C:8]=3[CH:9]=[C:4]2[O:3][CH:2]=1.[CH2:30](C(Br)CCOCCC(Br)[CH2:30][C:31]1[CH:36]=[CH:35][CH:34]=[CH:33][CH:32]=1)[C:31]1[CH:36]=[CH:35][CH:34]=[CH:33][CH:32]=1.C(=O)([O-])[O-].[K+].[K+].[I-].[K+].C[C:48](=[O:51])[CH2:49][CH3:50], predict the reaction product. (5) Given the reactants [CH2:1]([N:3]([C@@H:18]([CH3:24])[CH2:19][O:20]COC)[C:4](=[O:17])[C:5]1[CH:10]=[C:9]([CH3:11])[CH:8]=[CH:7][C:6]=1[N:12]1[N:16]=[CH:15][CH:14]=[N:13]1)[CH3:2].Cl.O1CCOCC1, predict the reaction product. The product is: [CH2:1]([N:3]([C@@H:18]([CH3:24])[CH2:19][OH:20])[C:4](=[O:17])[C:5]1[CH:10]=[C:9]([CH3:11])[CH:8]=[CH:7][C:6]=1[N:12]1[N:16]=[CH:15][CH:14]=[N:13]1)[CH3:2]. (6) Given the reactants C([N:8]([CH:16]1[CH2:24][C:23]2[C:18](=[CH:19][C:20]([CH2:27][CH3:28])=[C:21]([CH2:25][CH3:26])[CH:22]=2)[CH2:17]1)[CH2:9][C:10](N(OC)C)=[O:11])C1C=CC=CC=1.C([O:32][C:33](=[S:47])[NH:34][C:35]1[CH:40]=[C:39](F)[CH:38]=[CH:37][C:36]=1[O:42]C(C)(C)C)(C)C, predict the reaction product. The product is: [CH2:25]([C:21]1[CH:22]=[C:23]2[C:18](=[CH:19][C:20]=1[CH2:27][CH3:28])[CH2:17][CH:16]([NH:8][CH2:9][CH:10]([C:39]1[C:40]3[S:47][C:33](=[O:32])[NH:34][C:35]=3[C:36]([OH:42])=[CH:37][CH:38]=1)[OH:11])[CH2:24]2)[CH3:26]. (7) The product is: [Si:50]([O:57][C@H:58]([CH3:61])[CH2:59][NH:60][C:36]1[CH:41]=[CH:40][C:39]([C:42]2[C:47]([F:48])=[CH:46][CH:45]=[CH:44][C:43]=2[F:49])=[CH:38][CH:37]=1)([C:53]([CH3:56])([CH3:55])[CH3:54])([CH3:52])[CH3:51]. Given the reactants C1(P(C2CCCCC2)C2C=CC=CC=2C2C(C(C)C)=CC(C(C)C)=CC=2C(C)C)CCCCC1.Br[C:36]1[CH:41]=[CH:40][C:39]([C:42]2[C:47]([F:48])=[CH:46][CH:45]=[CH:44][C:43]=2[F:49])=[CH:38][CH:37]=1.[Si:50]([O:57][C@H:58]([CH3:61])[CH2:59][NH2:60])([C:53]([CH3:56])([CH3:55])[CH3:54])([CH3:52])[CH3:51].C(=O)([O-])[O-].[Cs+].[Cs+], predict the reaction product.